This data is from Full USPTO retrosynthesis dataset with 1.9M reactions from patents (1976-2016). The task is: Predict the reactants needed to synthesize the given product. (1) The reactants are: [NH:1]1[C:9]2[C:4](=[CH:5][C:6]([O:10][C:11]3[C:20]4[C:15](=[CH:16][C:17]([O:23][CH2:24][C@@H:25]5[CH2:27][O:26]5)=[C:18]([O:21][CH3:22])[CH:19]=4)[N:14]=[CH:13][N:12]=3)=[CH:7][CH:8]=2)[CH:3]=[CH:2]1.[NH:28]1[CH2:33][CH2:32][O:31][CH2:30][CH2:29]1. Given the product [OH:26][C@@H:25]([CH2:27][N:28]1[CH2:33][CH2:32][O:31][CH2:30][CH2:29]1)[CH2:24][O:23][C:17]1[CH:16]=[C:15]2[C:20]([C:11]([O:10][C:6]3[CH:5]=[C:4]4[C:9](=[CH:8][CH:7]=3)[NH:1][CH:2]=[CH:3]4)=[N:12][CH:13]=[N:14]2)=[CH:19][C:18]=1[O:21][CH3:22], predict the reactants needed to synthesize it. (2) Given the product [C:1]([O:5][C:6]([N:8]1[CH2:12][C@@H:11]([CH2:13][NH:25][CH:22]2[CH2:24][CH2:23]2)[C@H:10]([CH2:15][CH:16]2[CH2:21][CH2:20][CH2:19][CH2:18][CH2:17]2)[CH2:9]1)=[O:7])([CH3:4])([CH3:3])[CH3:2], predict the reactants needed to synthesize it. The reactants are: [C:1]([O:5][C:6]([N:8]1[CH2:12][C@@H:11]([CH:13]=O)[C@H:10]([CH2:15][CH:16]2[CH2:21][CH2:20][CH2:19][CH2:18][CH2:17]2)[CH2:9]1)=[O:7])([CH3:4])([CH3:3])[CH3:2].[CH:22]1([NH2:25])[CH2:24][CH2:23]1. (3) Given the product [C:1]([O:4][CH2:5][C:6]1[C:7]([N:21]2[CH2:33][CH2:32][N:24]3[C:25]4[CH2:26][CH2:27][CH2:28][CH2:29][C:30]=4[CH:31]=[C:23]3[C:22]2=[O:34])=[CH:8][CH:9]=[CH:10][C:11]=1[C:36]1[CH:37]=[C:38]([NH:44][C:45]2[CH:49]=[C:48]([CH2:50][O:51][CH3:52])[N:47]([CH3:53])[N:46]=2)[C:39](=[O:43])[N:40]([CH3:42])[CH:41]=1)(=[O:3])[CH3:2], predict the reactants needed to synthesize it. The reactants are: [C:1]([O:4][CH2:5][C:6]1[C:11](B2OC(C)(C)C(C)(C)O2)=[CH:10][CH:9]=[CH:8][C:7]=1[N:21]1[CH2:33][CH2:32][N:24]2[C:25]3[CH2:26][CH2:27][CH2:28][CH2:29][C:30]=3[CH:31]=[C:23]2[C:22]1=[O:34])(=[O:3])[CH3:2].Br[C:36]1[CH:37]=[C:38]([NH:44][C:45]2[CH:49]=[C:48]([CH2:50][O:51][CH3:52])[N:47]([CH3:53])[N:46]=2)[C:39](=[O:43])[N:40]([CH3:42])[CH:41]=1. (4) Given the product [CH3:16][N:8]1[C:7]2[C:2]([CH3:1])=[C:3]([C:12]([O:14][CH3:15])=[O:13])[CH:4]=[CH:5][C:6]=2[S:10][C:9]1=[O:11], predict the reactants needed to synthesize it. The reactants are: [CH3:1][C:2]1[C:7]2[NH:8][C:9](=[O:11])[S:10][C:6]=2[CH:5]=[CH:4][C:3]=1[C:12]([O:14][CH3:15])=[O:13].[C:16](=O)([O-])[O-].[K+].[K+].S(OC)(OC)(=O)=O. (5) Given the product [CH3:9][C:8]1[N:17]([CH2:16][C:15]2[CH:19]=[CH:20][C:12]([CH3:11])=[CH:13][CH:14]=2)[N:18]=[C:2]([C:3]([O:5][CH3:6])=[O:4])[CH:7]=1, predict the reactants needed to synthesize it. The reactants are: O=[C:2]([CH2:7][C:8](=O)[CH3:9])[C:3]([O:5][CH3:6])=[O:4].[CH3:11][C:12]1[CH:20]=[CH:19][C:15]([CH2:16][NH:17][NH2:18])=[CH:14][CH:13]=1. (6) Given the product [Cl:9][C:7]1[CH:6]=[C:4]([CH:3]=[C:2]([N:44]2[CH2:49][CH2:48][O:47][CH2:46][CH2:45]2)[CH:8]=1)[NH2:5], predict the reactants needed to synthesize it. The reactants are: Br[C:2]1[CH:3]=[C:4]([CH:6]=[C:7]([Cl:9])[CH:8]=1)[NH2:5].C1(P(C2CCCCC2)C2C=CC=CC=2C2C(C(C)C)=CC(C(C)C)=CC=2C(C)C)CCCCC1.[NH:44]1[CH2:49][CH2:48][O:47][CH2:46][CH2:45]1.[Li+].C[Si]([N-][Si](C)(C)C)(C)C. (7) Given the product [F:1][C:2]1[CH:11]=[CH:10][CH:9]=[C:8]2[C:3]=1[C:4]([CH2:21][C:22]([O:24][CH3:25])=[O:23])=[N:5][C:6]([N:12]1[CH2:17][CH2:16][N:15]3[CH2:18][CH2:19][CH2:20][C@@H:14]3[CH2:13]1)=[N:7]2, predict the reactants needed to synthesize it. The reactants are: [F:1][C:2]1[CH:11]=[CH:10][CH:9]=[C:8]2[C:3]=1[C:4]([CH2:21][C:22]([O:24][C:25](C)(C)C)=[O:23])=[N:5][C:6]([N:12]1[CH2:17][CH2:16][N:15]3[CH2:18][CH2:19][CH2:20][C@@H:14]3[CH2:13]1)=[N:7]2.Cl. (8) Given the product [CH3:9][O:8][C:5]1[N:4]=[C:3]([CH3:10])[C:2]([NH:13][CH2:12][CH2:11][NH2:14])=[CH:7][CH:6]=1, predict the reactants needed to synthesize it. The reactants are: Br[C:2]1[C:3]([CH3:10])=[N:4][C:5]([O:8][CH3:9])=[CH:6][CH:7]=1.[CH2:11]([NH2:14])[CH2:12][NH2:13].CC(C)([O-])C.[Na+].